From a dataset of Catalyst prediction with 721,799 reactions and 888 catalyst types from USPTO. Predict which catalyst facilitates the given reaction. (1) Reactant: [CH3:1][NH:2][C@H:3]([C:13]([NH:15][C@H:16]([C:21]([N:23]([C@@H:25]([CH:32]([CH3:34])[CH3:33])/[CH:26]=[C:27](/[C:29]([OH:31])=[O:30])\[CH3:28])[CH3:24])=[O:22])[C:17]([CH3:20])([CH3:19])[CH3:18])=[O:14])[C:4]([CH3:12])([CH3:11])[C:5]1[CH:10]=[CH:9][CH:8]=[CH:7][CH:6]=1.[CH2:35]([O:42][C:43]1[CH:50]=[CH:49][C:46]([CH2:47]O)=[CH:45][CH:44]=1)[C:36]1[CH:41]=[CH:40][CH:39]=[CH:38][CH:37]=1.CN(C1C=CC=CN=1)C. Product: [CH3:1][NH:2][C@H:3]([C:13]([NH:15][C@H:16]([C:21]([N:23]([C@H:25]([CH:32]([CH3:34])[CH3:33])/[CH:26]=[C:27](\[CH3:28])/[C:29]([O:31][CH2:47][C:46]1[CH:49]=[CH:50][C:43]([O:42][CH2:35][C:36]2[CH:41]=[CH:40][CH:39]=[CH:38][CH:37]=2)=[CH:44][CH:45]=1)=[O:30])[CH3:24])=[O:22])[C:17]([CH3:20])([CH3:19])[CH3:18])=[O:14])[C:4]([CH3:11])([CH3:12])[C:5]1[CH:10]=[CH:9][CH:8]=[CH:7][CH:6]=1. The catalyst class is: 4. (2) Reactant: [Cl:1][C:2]1[CH:10]=[C:9]([N:11]2[CH2:16][CH2:15][N:14]([C:17]3[CH:22]=[CH:21][CH:20]=[CH:19][C:18]=3[CH3:23])[CH2:13][CH2:12]2)[C:8]([NH:24][C:25]([C:27]2[O:28][CH:29]=[CH:30][CH:31]=2)=[O:26])=[CH:7][C:3]=1[C:4](O)=[O:5].CN(C)C=O.CN(C(ON1N=NC2C=CC=NC1=2)=[N+](C)C)C.F[P-](F)(F)(F)(F)F.C(N(CC)C(C)C)(C)C.[CH3:70][N:71]([CH2:73][C:74]1[CH:75]=[C:76]([CH:79]=[CH:80][CH:81]=1)[CH2:77][NH2:78])[CH3:72]. Product: [Cl:1][C:2]1[C:3]([C:4](=[O:5])[NH:78][CH2:77][C:76]2[CH:79]=[CH:80][CH:81]=[C:74]([CH2:73][N:71]([CH3:72])[CH3:70])[CH:75]=2)=[CH:7][C:8]([NH:24][C:25]([C:27]2[O:28][CH:29]=[CH:30][CH:31]=2)=[O:26])=[C:9]([N:11]2[CH2:16][CH2:15][N:14]([C:17]3[CH:22]=[CH:21][CH:20]=[CH:19][C:18]=3[CH3:23])[CH2:13][CH2:12]2)[CH:10]=1. The catalyst class is: 69.